Dataset: NCI-60 drug combinations with 297,098 pairs across 59 cell lines. Task: Regression. Given two drug SMILES strings and cell line genomic features, predict the synergy score measuring deviation from expected non-interaction effect. Drug 1: C1=CC(=C2C(=C1NCCNCCO)C(=O)C3=C(C=CC(=C3C2=O)O)O)NCCNCCO. Drug 2: C1CC(C1)(C(=O)O)C(=O)O.[NH2-].[NH2-].[Pt+2]. Cell line: MOLT-4. Synergy scores: CSS=83.7, Synergy_ZIP=-0.389, Synergy_Bliss=-0.641, Synergy_Loewe=-0.623, Synergy_HSA=2.43.